The task is: Predict the product of the given reaction.. This data is from Forward reaction prediction with 1.9M reactions from USPTO patents (1976-2016). The product is: [N:1]1[CH:6]=[CH:5][CH:4]=[CH:3][C:2]=1[N:7]1[CH2:8][CH2:9][N:10]([CH2:14][C:15]2[NH:19][C:18]3[CH:20]=[CH:21][CH:22]=[CH:23][C:17]=3[N:16]=2)[CH2:11][CH2:12]1. Given the reactants [N:1]1[CH:6]=[CH:5][CH:4]=[CH:3][C:2]=1[N:7]1[CH2:12][CH2:11][NH:10][CH2:9][CH2:8]1.Cl[CH2:14][C:15]1[NH:16][C:17]2[CH:23]=[CH:22][CH:21]=[CH:20][C:18]=2[N:19]=1.C(N(CC)CC)C, predict the reaction product.